From a dataset of Catalyst prediction with 721,799 reactions and 888 catalyst types from USPTO. Predict which catalyst facilitates the given reaction. (1) Reactant: [F:1][C:2]([F:43])([F:42])[C:3]1[CH:4]=[C:5]([CH:35]=[C:36]([C:38]([F:41])([F:40])[F:39])[CH:37]=1)[CH2:6][N:7]([CH2:23][C:24]1[CH:29]=[C:28]([C:30]([F:33])([F:32])[F:31])[CH:27]=[CH:26][C:25]=1[OH:34])[C:8]1[N:13]=[CH:12][C:11]([O:14][CH2:15][CH2:16][CH2:17][C:18]([O:20]CC)=[O:19])=[CH:10][N:9]=1.[OH-].[Na+].Cl.C(OCC)(=O)C. Product: [F:43][C:2]([F:1])([F:42])[C:3]1[CH:4]=[C:5]([CH:35]=[C:36]([C:38]([F:39])([F:40])[F:41])[CH:37]=1)[CH2:6][N:7]([CH2:23][C:24]1[CH:29]=[C:28]([C:30]([F:33])([F:32])[F:31])[CH:27]=[CH:26][C:25]=1[OH:34])[C:8]1[N:9]=[CH:10][C:11]([O:14][CH2:15][CH2:16][CH2:17][C:18]([OH:20])=[O:19])=[CH:12][N:13]=1. The catalyst class is: 8. (2) Reactant: C(N(CC)CC)C.Cl.[NH:9]1[CH2:14][CH2:13][CH2:12][CH2:11][C:10]1=O.[Cl:16][C:17]1[CH:25]=[CH:24][C:20]([C:21](Cl)=[O:22])=[CH:19][CH:18]=1.[OH-:26].[K+]. Product: [Cl:16][C:17]1[CH:25]=[CH:24][C:20]([C:21]([N:9]2[CH2:14][CH2:13][C:12](=[O:26])[CH2:11][CH2:10]2)=[O:22])=[CH:19][CH:18]=1. The catalyst class is: 79. (3) Reactant: Br[CH2:2][C:3]1[N:7]([CH3:8])[N:6]([CH:9]2[CH2:14][CH2:13][CH2:12][CH2:11][CH2:10]2)[C:5](=[O:15])[C:4]=1[Cl:16].[CH3:17][CH:18]1[CH2:23][NH:22][CH2:21][CH2:20][N:19]1[C:24]1[CH:25]=[C:26]([CH3:30])[CH:27]=[CH:28][CH:29]=1.C(=O)([O-])[O-].[K+].[K+]. Product: [Cl:16][C:4]1[C:5](=[O:15])[N:6]([CH:9]2[CH2:14][CH2:13][CH2:12][CH2:11][CH2:10]2)[N:7]([CH3:8])[C:3]=1[CH2:2][N:22]1[CH2:21][CH2:20][N:19]([C:24]2[CH:25]=[C:26]([CH3:30])[CH:27]=[CH:28][CH:29]=2)[CH:18]([CH3:17])[CH2:23]1. The catalyst class is: 10. (4) Reactant: [Br:1][C:2]1[CH:3]=[CH:4][C:5]2[O:14][CH2:13][CH2:12][C:11]3[C:7](=[N:8][NH:9][CH:10]=3)[C:6]=2[CH:15]=1.[CH:16]([N:19]1[CH:23]=[N:22][N:21]=[C:20]1S(C)(=O)=O)([CH3:18])[CH3:17].C(=O)([O-])[O-].[Cs+].[Cs+]. Product: [Br:1][C:2]1[CH:3]=[CH:4][C:5]2[O:14][CH2:13][CH2:12][C:11]3[C:7](=[N:8][N:9]([C:20]4[N:19]([CH:16]([CH3:18])[CH3:17])[CH:23]=[N:22][N:21]=4)[CH:10]=3)[C:6]=2[CH:15]=1. The catalyst class is: 1. (5) Reactant: [OH:1][C:2]1[CH:7]=[CH:6][C:5]([C:8]2[C:9]3[NH:13][C:12]([C:14]([C:46]4[CH:51]=[CH:50][C:49]([OH:52])=[CH:48][CH:47]=4)=[C:15]4[N:45]=[C:18]([C:19]([C:38]5[CH:43]=[CH:42][C:41]([OH:44])=[CH:40][CH:39]=5)=[C:20]5[NH:37][C:23](=[C:24]([C:30]6[CH:35]=[CH:34][C:33]([OH:36])=[CH:32][CH:31]=6)[C:25]6[CH:26]=[CH:27][C:28]=2[N:29]=6)[CH:22]=[CH:21]5)[CH:17]=[CH:16]4)=[CH:11][CH:10]=3)=[CH:4][CH:3]=1.C([O-])([O-])=O.[K+].[K+].Br[CH2:60][CH2:61][CH2:62][CH2:63][CH2:64][CH2:65][CH2:66][CH2:67][CH2:68][CH3:69]. Product: [OH:52][C:49]1[CH:48]=[CH:47][C:46]([C:14]2[C:12]3[NH:13][C:9]([C:8]([C:5]4[CH:6]=[CH:7][C:2]([O:1][CH2:60][CH2:61][CH2:62][CH2:63][CH2:64][CH2:65][CH2:66][CH2:67][CH2:68][CH3:69])=[CH:3][CH:4]=4)=[C:28]4[N:29]=[C:25]([C:24]([C:30]5[CH:31]=[CH:32][C:33]([OH:36])=[CH:34][CH:35]=5)=[C:23]5[NH:37][C:20](=[C:19]([C:38]6[CH:43]=[CH:42][C:41]([OH:44])=[CH:40][CH:39]=6)[C:18]6[CH:17]=[CH:16][C:15]=2[N:45]=6)[CH:21]=[CH:22]5)[CH:26]=[CH:27]4)=[CH:10][CH:11]=3)=[CH:51][CH:50]=1. The catalyst class is: 3. (6) Reactant: [C:1]([O:5][C:6]([N:8]1[CH2:13][CH2:12][CH:11]([O:14][CH2:15][CH2:16][OH:17])[CH2:10][CH2:9]1)=[O:7])([CH3:4])([CH3:3])[CH3:2].CC(OI1(OC(C)=O)(OC(C)=O)OC(=O)C2C=CC=CC1=2)=O. Product: [C:1]([O:5][C:6]([N:8]1[CH2:9][CH2:10][CH:11]([O:14][CH2:15][CH:16]=[O:17])[CH2:12][CH2:13]1)=[O:7])([CH3:4])([CH3:3])[CH3:2]. The catalyst class is: 2.